From a dataset of Catalyst prediction with 721,799 reactions and 888 catalyst types from USPTO. Predict which catalyst facilitates the given reaction. (1) Reactant: [O:1]1[C:5]2[CH:6]=[CH:7][C:8]([CH:10]([CH2:14][C:15]3[CH:20]=[CH:19][CH:18]=[CH:17][CH:16]=3)[CH2:11][CH2:12][OH:13])=[CH:9][C:4]=2[O:3][CH2:2]1.C(N(CC)CC)C.CS(C)=O.C(=O)(O)[O-].[Na+]. Product: [O:1]1[C:5]2[CH:6]=[CH:7][C:8]([CH:10]([CH2:14][C:15]3[CH:16]=[CH:17][CH:18]=[CH:19][CH:20]=3)[CH2:11][CH:12]=[O:13])=[CH:9][C:4]=2[O:3][CH2:2]1. The catalyst class is: 2. (2) Reactant: [CH2:1]([NH:3][CH2:4][CH3:5])[CH3:2].C(=O)([O-])[O-].[K+].[K+].Br[CH2:13][C:14]1[CH:19]=[CH:18][C:17]([CH2:20][C:21]#[N:22])=[CH:16][CH:15]=1. Product: [CH2:1]([N:3]([CH2:13][C:14]1[CH:19]=[CH:18][C:17]([CH2:20][C:21]#[N:22])=[CH:16][CH:15]=1)[CH2:4][CH3:5])[CH3:2]. The catalyst class is: 21. (3) Reactant: [OH-].[Na+].[Cl:3][C:4]1[CH:5]=[C:6]([C:10](=[O:16])[C:11]([O:13]CC)=[O:12])[CH:7]=[CH:8][CH:9]=1. Product: [Cl:3][C:4]1[CH:5]=[C:6]([C:10](=[O:16])[C:11]([OH:13])=[O:12])[CH:7]=[CH:8][CH:9]=1. The catalyst class is: 36. (4) Reactant: S(Cl)(Cl)=O.[CH2:5]([C:12]1[CH:20]=[CH:19][C:15]([C:16]([OH:18])=O)=[CH:14][CH:13]=1)[C:6]1[CH:11]=[CH:10][CH:9]=[CH:8][CH:7]=1.Cl.[Cl:22][C:23]1[CH:24]=[C:25]2[C:29](=[CH:30][CH:31]=1)[NH:28][CH:27]=[C:26]2[CH2:32][CH2:33][NH2:34].C(N(CC)CC)C. Product: [CH2:5]([C:12]1[CH:13]=[CH:14][C:15]([C:16]([NH:34][CH2:33][CH2:32][C:26]2[C:25]3[C:29](=[CH:30][CH:31]=[C:23]([Cl:22])[CH:24]=3)[NH:28][CH:27]=2)=[O:18])=[CH:19][CH:20]=1)[C:6]1[CH:7]=[CH:8][CH:9]=[CH:10][CH:11]=1. The catalyst class is: 22. (5) Product: [CH2:22]([O:21][CH:19]1[CH2:18][CH:17]([N:4]2[CH:3]=[C:2]([I:1])[CH:6]=[N:5]2)[CH2:20]1)[C:23]1[CH:28]=[CH:27][CH:26]=[CH:25][CH:24]=1. Reactant: [I:1][C:2]1[CH:3]=[N:4][NH:5][CH:6]=1.CN(C)C=O.CS(O[CH:17]1[CH2:20][CH:19]([O:21][CH2:22][C:23]2[CH:28]=[CH:27][CH:26]=[CH:25][CH:24]=2)[CH2:18]1)(=O)=O.C(=O)([O-])[O-].[Cs+].[Cs+]. The catalyst class is: 6. (6) Reactant: [Cl-].[Al+3].[Cl-].[Cl-].[OH:5][C:6]1[CH:7]=[CH:8][CH:9]=[C:10]2[C:15]=1[NH:14][C:13](=[O:16])[CH:12]=[CH:11]2.[C:17](OC(=O)C)(=[O:19])[CH3:18]. Product: [C:17]([C:9]1[CH:8]=[CH:7][C:6]([OH:5])=[C:15]2[C:10]=1[CH:11]=[CH:12][C:13](=[O:16])[NH:14]2)(=[O:19])[CH3:18]. The catalyst class is: 262. (7) Reactant: [CH:1]1([CH:4]([C:6]2[CH:11]=[CH:10][C:9]([F:12])=[CH:8][CH:7]=2)O)[CH2:3][CH2:2]1.FC(F)(F)C(O)=O.[CH3:20][S:21][CH2:22][C:23]1[CH:24]=[CH:25][CH:26]=[C:27]2[C:31]=1[NH:30][CH:29]=[CH:28]2. Product: [CH:1]1([CH:4]([C:6]2[CH:11]=[CH:10][C:9]([F:12])=[CH:8][CH:7]=2)[C:28]2[C:27]3[C:31](=[C:23]([CH2:22][S:21][CH3:20])[CH:24]=[CH:25][CH:26]=3)[NH:30][CH:29]=2)[CH2:3][CH2:2]1. The catalyst class is: 4.